Dataset: Full USPTO retrosynthesis dataset with 1.9M reactions from patents (1976-2016). Task: Predict the reactants needed to synthesize the given product. Given the product [C:37]([O:40][CH2:41][CH2:42][NH:43][C:23](=[O:24])[C@@H:22]1[CH2:26][CH2:27][CH2:28][N:21]1[C:19]([C:13]1[S:12][C:11]2=[N:10][C@:9]([C:30]3[CH:35]=[CH:34][C:33]([Cl:36])=[CH:32][CH:31]=3)([CH3:29])[C@@H:8]([C:5]3[CH:4]=[CH:3][C:2]([Cl:1])=[CH:7][CH:6]=3)[N:15]2[C:14]=1[CH:16]([CH3:18])[CH3:17])=[O:20])(=[O:39])[CH3:38], predict the reactants needed to synthesize it. The reactants are: [Cl:1][C:2]1[CH:7]=[CH:6][C:5]([C@H:8]2[N:15]3[C:11]([S:12][C:13]([C:19]([N:21]4[CH2:28][CH2:27][CH2:26][C@H:22]4[C:23](O)=[O:24])=[O:20])=[C:14]3[CH:16]([CH3:18])[CH3:17])=[N:10][C@:9]2([C:30]2[CH:35]=[CH:34][C:33]([Cl:36])=[CH:32][CH:31]=2)[CH3:29])=[CH:4][CH:3]=1.[C:37]([O:40][CH2:41][CH2:42][NH2:43])(=[O:39])[CH3:38].